This data is from Reaction yield outcomes from USPTO patents with 853,638 reactions. The task is: Predict the reaction yield, written as a fraction of the theoretical maximum amount of product (1.0 means a 100% yield; for example, 0.34 means a 34% yield). (1) The reactants are [F:1][C:2]1[CH:3]=[C:4]([CH:8]([O:15][C:16]2[CH:17]=[C:18]3[C:22](=[CH:23][CH:24]=2)[N:21]([C:25]2[CH:30]=[CH:29][C:28]([F:31])=[CH:27][CH:26]=2)[N:20]=[CH:19]3)[C@H:9]([CH2:11][CH:12]([CH3:14])[CH3:13])[NH2:10])[CH:5]=[CH:6][CH:7]=1.C(N(CC)CC)C.[CH3:39][O:40][CH2:41][C:42](Cl)=[O:43]. The catalyst is ClCCl. The product is [F:1][C:2]1[CH:3]=[C:4]([C@H:8]([O:15][C:16]2[CH:17]=[C:18]3[C:22](=[CH:23][CH:24]=2)[N:21]([C:25]2[CH:26]=[CH:27][C:28]([F:31])=[CH:29][CH:30]=2)[N:20]=[CH:19]3)[C@@H:9]([NH:10][C:42](=[O:43])[CH2:41][O:40][CH3:39])[CH2:11][CH:12]([CH3:14])[CH3:13])[CH:5]=[CH:6][CH:7]=1. The yield is 0.680. (2) The reactants are [C:1]([C:3]1[C:4]([NH2:9])=[N:5][CH:6]=[CH:7][CH:8]=1)#[CH:2].[F:10][C:11]1[CH:16]=[C:15]([CH2:17][O:18][C:19]2[CH:24]=[CH:23][CH:22]=[CH:21][N:20]=2)[CH:14]=[CH:13][C:12]=1[CH2:25][C:26](Cl)=[N:27][OH:28].C(N(CC)CC)C. The product is [F:10][C:11]1[CH:16]=[C:15]([CH2:17][O:18][C:19]2[CH:24]=[CH:23][CH:22]=[CH:21][N:20]=2)[CH:14]=[CH:13][C:12]=1[CH2:25][C:26]1[CH:2]=[C:1]([C:3]2[C:4]([NH2:9])=[N:5][CH:6]=[CH:7][CH:8]=2)[O:28][N:27]=1. The catalyst is O1CCCC1. The yield is 0.240. (3) The reactants are [F:1][C:2]([F:43])([F:42])[C:3]1[CH:4]=[C:5]([CH:39]=[CH:40][CH:41]=1)[CH2:6][NH:7][C:8](=[O:38])[C:9]1[CH:14]=[CH:13][N:12]=[C:11]([C:15]2[CH:20]=[C:19]([N:21]3[CH2:26][CH2:25][CH2:24][CH2:23][CH2:22]3)[CH:18]=[CH:17][C:16]=2[NH:27][C:28](=[O:37])[C:29]2[CH:34]=[CH:33][CH:32]=[C:31]([CH2:35]Cl)[CH:30]=2)[CH:10]=1.[CH3:44][NH:45][CH2:46][CH2:47][N:48]1[CH2:53][CH2:52][N:51]([C:54]([O:56][C:57]([CH3:60])([CH3:59])[CH3:58])=[O:55])[CH2:50][CH2:49]1.C(=O)([O-])[O-].[K+].[K+].[I-].[K+]. The catalyst is CN(C)C=O.CC(C)=O. The product is [CH3:44][N:45]([CH2:35][C:31]1[CH:32]=[CH:33][CH:34]=[C:29]([C:28](=[O:37])[NH:27][C:16]2[CH:17]=[CH:18][C:19]([N:21]3[CH2:26][CH2:25][CH2:24][CH2:23][CH2:22]3)=[CH:20][C:15]=2[C:11]2[CH:10]=[C:9]([C:8](=[O:38])[NH:7][CH2:6][C:5]3[CH:39]=[CH:40][CH:41]=[C:3]([C:2]([F:43])([F:42])[F:1])[CH:4]=3)[CH:14]=[CH:13][N:12]=2)[CH:30]=1)[CH2:46][CH2:47][N:48]1[CH2:53][CH2:52][N:51]([C:54]([O:56][C:57]([CH3:60])([CH3:59])[CH3:58])=[O:55])[CH2:50][CH2:49]1. The yield is 0.490. (4) The reactants are [Cl:1][C:2]1[N:7]=[N:6][C:5]([O:8][C:9]2[C:14]([CH3:15])=[CH:13][CH:12]=[CH:11][C:10]=2[CH:16]2[CH2:18][CH2:17]2)=[C:4]([OH:19])[CH:3]=1.N1C=CC=CC=1.[C:26](Cl)(Cl)=[O:27].C1(C)C=CC=CC=1.Cl.[CH3:38][NH:39][O:40][CH3:41]. The catalyst is O.C1(C)C=CC=CC=1. The product is [CH3:41][O:40][N:39]([CH3:38])[C:26](=[O:27])[O:19][C:4]1[CH:3]=[C:2]([Cl:1])[N:7]=[N:6][C:5]=1[O:8][C:9]1[C:14]([CH3:15])=[CH:13][CH:12]=[CH:11][C:10]=1[CH:16]1[CH2:18][CH2:17]1. The yield is 0.381. (5) The reactants are [N:1]1[CH:6]=[CH:5][CH:4]=[CH:3][C:2]=1[CH:7]1[CH2:11][CH2:10][CH2:9][N:8]1[C:12]1[N:13]=[C:14]([NH:21][C:22]2[CH:26]=[C:25]([C:27](O)=[O:28])[NH:24][N:23]=2)[C:15]2[O:20][CH:19]=[CH:18][C:16]=2[N:17]=1.CN(C(ON1N=[N:45][C:40]2[CH:41]=[CH:42][CH:43]=NC1=2)=[N+](C)C)C.F[P-](F)(F)(F)(F)F.CCN(C(C)C)C(C)C.C1(N)CCC1. The catalyst is CN(C=O)C. The product is [CH:40]1([NH:45][C:27]([C:25]2[NH:24][N:23]=[C:22]([NH:21][C:14]3[C:15]4[O:20][CH:19]=[CH:18][C:16]=4[N:17]=[C:12]([N:8]4[CH2:9][CH2:10][CH2:11][CH:7]4[C:2]4[CH:3]=[CH:4][CH:5]=[CH:6][N:1]=4)[N:13]=3)[CH:26]=2)=[O:28])[CH2:41][CH2:42][CH2:43]1. The yield is 0.230. (6) The reactants are C[Si](C)(C)[CH:3]1[S:8][CH2:7][CH2:6][CH2:5][S:4]1.C([Li])CCC.[CH3:16][O:17][CH:18]1[CH:22]([CH:23]=O)[CH2:21][CH:20]([O:25][CH3:26])[O:19]1.[NH4+].[Cl-]. The catalyst is C1COCC1. The product is [CH3:16][O:17][CH:18]1[CH:22]([CH:23]=[C:3]2[S:8][CH2:7][CH2:6][CH2:5][S:4]2)[CH2:21][CH:20]([O:25][CH3:26])[O:19]1. The yield is 0.700. (7) The reactants are Br[C:2]1[CH:7]=[CH:6][C:5]([N:8]2[CH:15]([C:16]3[CH:21]=[CH:20][CH:19]=[CH:18][C:17]=3[O:22][CH3:23])[C:14]3[C:13]([C:24]([CH3:27])([CH3:26])[CH3:25])=[N:12][NH:11][C:10]=3[C:9]2=[O:28])=[CH:4][CH:3]=1.[O:29]1[CH:33]=[CH:32][C:31](B(O)O)=[CH:30]1.P([O-])([O-])([O-])=O.[K+].[K+].[K+].C(C1C=C(C(C)C)C=C(C(C)C)C=1C1C=CC=CC=1P)(C)C. The catalyst is C1C=CC(/C=C/C(/C=C/C2C=CC=CC=2)=O)=CC=1.C1C=CC(/C=C/C(/C=C/C2C=CC=CC=2)=O)=CC=1.C1C=CC(/C=C/C(/C=C/C2C=CC=CC=2)=O)=CC=1.[Pd].[Pd].C(O)CCC. The product is [C:24]([C:13]1[C:14]2[CH:15]([C:16]3[CH:21]=[CH:20][CH:19]=[CH:18][C:17]=3[O:22][CH3:23])[N:8]([C:5]3[CH:4]=[CH:3][C:2]([C:31]4[CH:32]=[CH:33][O:29][CH:30]=4)=[CH:7][CH:6]=3)[C:9](=[O:28])[C:10]=2[NH:11][N:12]=1)([CH3:25])([CH3:26])[CH3:27]. The yield is 0.630. (8) The reactants are [Cl-].O[NH3+:3].[C:4](=[O:7])([O-])[OH:5].[Na+].CS(C)=O.[CH2:13]([C:17]1[N:18]=[C:19]([CH2:47][CH3:48])[N:20]([C:39]2[CH:44]=[CH:43][C:42]([O:45][CH3:46])=[CH:41][CH:40]=2)[C:21](=[O:38])[C:22]=1[CH2:23][C:24]1[CH:29]=[CH:28][C:27]([C:30]2[C:31]([C:36]#[N:37])=[CH:32][CH:33]=[CH:34][CH:35]=2)=[CH:26][CH:25]=1)[CH2:14][CH2:15][CH3:16]. The catalyst is C(OCC)(=O)C. The product is [CH2:13]([C:17]1[N:18]=[C:19]([CH2:47][CH3:48])[N:20]([C:39]2[CH:40]=[CH:41][C:42]([O:45][CH3:46])=[CH:43][CH:44]=2)[C:21](=[O:38])[C:22]=1[CH2:23][C:24]1[CH:25]=[CH:26][C:27]([C:30]2[CH:35]=[CH:34][CH:33]=[CH:32][C:31]=2[C:36]2[NH:3][C:4](=[O:7])[O:5][N:37]=2)=[CH:28][CH:29]=1)[CH2:14][CH2:15][CH3:16]. The yield is 0.700. (9) The reactants are [Cl:1][C:2]1[N:10]=[C:9]2[C:5]([N:6]=[CH:7][N:8]2[CH3:11])=[C:4]([N:12]2[CH2:17][CH2:16][O:15][CH2:14][CH2:13]2)[N:3]=1.CN(CCN(C)C)C.[Li]CCCC.[C:31]([O:35][C:36]([N:38]1[CH2:43][CH2:42][CH2:41][C:40](=[O:44])[CH2:39]1)=[O:37])([CH3:34])([CH3:33])[CH3:32]. The catalyst is C1COCC1. The product is [C:31]([O:35][C:36]([N:38]1[CH2:43][CH2:42][CH2:41][C:40]([C:7]2[N:8]([CH3:11])[C:9]3[C:5]([N:6]=2)=[C:4]([N:12]2[CH2:17][CH2:16][O:15][CH2:14][CH2:13]2)[N:3]=[C:2]([Cl:1])[N:10]=3)([OH:44])[CH2:39]1)=[O:37])([CH3:34])([CH3:32])[CH3:33]. The yield is 0.810. (10) The reactants are [CH2:1]([C:5]1[N:10]2[N:11]=[CH:12][N:13]=[C:9]2[N:8]([CH:14]2[CH2:23][CH2:22][C:17]3(OCC[O:18]3)[CH2:16][CH2:15]2)[C:7](=[O:24])[C:6]=1[CH2:25][C:26]1[CH:31]=[CH:30][C:29]([C:32]2[C:33]([C:38]#[N:39])=[CH:34][CH:35]=[CH:36][CH:37]=2)=[CH:28][CH:27]=1)[CH2:2][CH2:3][CH3:4].O.C1(C)C=CC(S(O)(=O)=O)=CC=1.CO.O1CCCC1. The catalyst is C(OCC)(=O)C. The product is [CH2:1]([C:5]1[N:10]2[N:11]=[CH:12][N:13]=[C:9]2[N:8]([CH:14]2[CH2:15][CH2:16][C:17](=[O:18])[CH2:22][CH2:23]2)[C:7](=[O:24])[C:6]=1[CH2:25][C:26]1[CH:31]=[CH:30][C:29]([C:32]2[C:33]([C:38]#[N:39])=[CH:34][CH:35]=[CH:36][CH:37]=2)=[CH:28][CH:27]=1)[CH2:2][CH2:3][CH3:4]. The yield is 0.670.